This data is from Forward reaction prediction with 1.9M reactions from USPTO patents (1976-2016). The task is: Predict the product of the given reaction. (1) The product is: [F:1][C:2]1[CH:12]=[CH:11][C:5]2[N:6]=[C:7]([N:9]3[C:24]([OH:25])=[C:15]4[C:14]([CH2:23][CH2:22][C:21]5[CH:20]=[CH:19][CH:18]=[CH:17][C:16]=54)=[N:10]3)[S:8][C:4]=2[CH:3]=1. Given the reactants [F:1][C:2]1[CH:12]=[CH:11][C:5]2[N:6]=[C:7]([NH:9][NH2:10])[S:8][C:4]=2[CH:3]=1.O=[C:14]1[CH2:23][CH2:22][C:21]2[C:16](=[CH:17][CH:18]=[CH:19][CH:20]=2)[CH:15]1[C:24](OCC)=[O:25], predict the reaction product. (2) Given the reactants C([O:3][C:4]([C:6]1[N:7]([CH2:16][C:17]#[N:18])[C:8]2[C:13]([CH:14]=1)=[CH:12][C:11]([Cl:15])=[CH:10][CH:9]=2)=[O:5])C.O[Li].O, predict the reaction product. The product is: [Cl:15][C:11]1[CH:12]=[C:13]2[C:8](=[CH:9][CH:10]=1)[N:7]([CH2:16][C:17]#[N:18])[C:6]([C:4]([OH:5])=[O:3])=[CH:14]2. (3) Given the reactants [O:1]1[CH2:6][CH2:5][CH2:4][CH2:3][CH:2]1[N:7]1[CH:15]=[N:14][C:13]2[C:8]1=[N:9][CH:10]=[N:11][C:12]=2[C:16]1[CH:21]=[CH:20][C:19]([CH2:22][C:23]#[N:24])=[CH:18][CH:17]=1.O.NN, predict the reaction product. The product is: [NH3:7].[O:1]1[CH2:6][CH2:5][CH2:4][CH2:3][CH:2]1[N:7]1[CH:15]=[N:14][C:13]2[C:8]1=[N:9][CH:10]=[N:11][C:12]=2[C:16]1[CH:17]=[CH:18][C:19]([CH2:22][CH2:23][NH2:24])=[CH:20][CH:21]=1. (4) Given the reactants [N:1]1([C@H:6]2[CH2:10][CH2:9][CH2:8][C@H:7]2[NH2:11])[CH2:5][CH2:4][CH2:3][CH2:2]1.[CH3:12][C:13]1[CH:21]=[C:20]([C:22]([F:25])([F:24])[F:23])[CH:19]=[C:18]([C:26]([F:29])([F:28])[F:27])[C:14]=1[C:15](O)=[O:16], predict the reaction product. The product is: [CH3:12][C:13]1[CH:21]=[C:20]([C:22]([F:24])([F:25])[F:23])[CH:19]=[C:18]([C:26]([F:27])([F:28])[F:29])[C:14]=1[C:15]([NH:11][C@@H:7]1[CH2:8][CH2:9][CH2:10][C@@H:6]1[N:1]1[CH2:2][CH2:3][CH2:4][CH2:5]1)=[O:16].